From a dataset of Forward reaction prediction with 1.9M reactions from USPTO patents (1976-2016). Predict the product of the given reaction. (1) Given the reactants [H-].[Na+].[F:3][C:4]([F:15])([CH:13]=[CH2:14])[C:5]([OH:12])([CH3:11])[C:6]([O:8][CH2:9][CH3:10])=[O:7].Br[CH2:17][CH:18]=[CH2:19], predict the reaction product. The product is: [CH2:19]([O:12][C:5]([CH3:11])([C:4]([F:15])([F:3])[CH:13]=[CH2:14])[C:6]([O:8][CH2:9][CH3:10])=[O:7])[CH:18]=[CH2:17]. (2) The product is: [Si:21]([O:1][C:2]1[CH:3]=[C:4]([CH2:10][C:11]([O:13][CH2:14][CH3:15])=[O:12])[CH:5]=[CH:6][C:7]=1[O:8][CH3:9])([C:24]([CH3:27])([CH3:26])[CH3:25])([CH3:23])[CH3:22]. Given the reactants [OH:1][C:2]1[CH:3]=[C:4]([CH2:10][C:11]([O:13][CH2:14][CH3:15])=[O:12])[CH:5]=[CH:6][C:7]=1[O:8][CH3:9].N1C=CN=C1.[Si:21](Cl)([C:24]([CH3:27])([CH3:26])[CH3:25])([CH3:23])[CH3:22], predict the reaction product. (3) Given the reactants [CH3:1][CH:2]1[CH2:10][C:9]2[C:4](=[CH:5][CH:6]=[CH:7][CH:8]=2)[NH:3]1.O.[F:12][C:13]([F:21])([F:20])[C:14]([C:16]([F:19])([F:18])[F:17])=[O:15].O.O.[F:12][C:13]([F:21])([F:20])[C:14]([C:16]([F:19])([F:18])[F:17])=[O:15].[NH4+].[Cl-], predict the reaction product. The product is: [F:12][C:13]([F:21])([F:20])[C:14]([C:7]1[CH:8]=[C:9]2[C:4](=[CH:5][CH:6]=1)[NH:3][CH:2]([CH3:1])[CH2:10]2)([OH:15])[C:16]([F:19])([F:18])[F:17]. (4) Given the reactants [CH:1]([C:3]1[N:4]=[C:5]([CH:8]2[CH2:13][CH2:12][N:11]([C:14](=[O:26])[CH2:15][N:16]3[C:20]([CH3:21])=[CH:19][C:18]([C:22]([F:25])([F:24])[F:23])=[N:17]3)[CH2:10][CH2:9]2)[S:6][CH:7]=1)=O.[CH3:27][NH:28][CH:29]([C:32]1[CH:37]=[CH:36][CH:35]=[CH:34][CH:33]=1)[CH2:30][NH2:31].C(=O)([O-])[O-].[K+].[K+].II, predict the reaction product. The product is: [CH3:27][N:28]1[CH:29]([C:32]2[CH:37]=[CH:36][CH:35]=[CH:34][CH:33]=2)[CH2:30][N:31]=[C:1]1[C:3]1[N:4]=[C:5]([CH:8]2[CH2:13][CH2:12][N:11]([C:14](=[O:26])[CH2:15][N:16]3[C:20]([CH3:21])=[CH:19][C:18]([C:22]([F:25])([F:24])[F:23])=[N:17]3)[CH2:10][CH2:9]2)[S:6][CH:7]=1. (5) Given the reactants CC(C)([O-])C.[K+].[CH2:7]([NH:9][C:10]([C:12]1[C:20]2[S:19][C:18]([NH:21][C:22](=[O:26])[NH:23][CH2:24][CH3:25])=[N:17][C:16]=2[CH:15]=[C:14]([C:27]2[CH:28]=[N:29][C:30]([N:33]3[CH2:38][CH2:37][C:36]([CH3:44])([C:39]([O:41]CC)=[O:40])[CH2:35][CH2:34]3)=[N:31][CH:32]=2)[CH:13]=1)=[O:11])[CH3:8], predict the reaction product. The product is: [CH2:7]([NH:9][C:10]([C:12]1[C:20]2[S:19][C:18]([NH:21][C:22](=[O:26])[NH:23][CH2:24][CH3:25])=[N:17][C:16]=2[CH:15]=[C:14]([C:27]2[CH:28]=[N:29][C:30]([N:33]3[CH2:34][CH2:35][C:36]([CH3:44])([C:39]([OH:41])=[O:40])[CH2:37][CH2:38]3)=[N:31][CH:32]=2)[CH:13]=1)=[O:11])[CH3:8].